Dataset: Full USPTO retrosynthesis dataset with 1.9M reactions from patents (1976-2016). Task: Predict the reactants needed to synthesize the given product. (1) Given the product [NH2:33][C:34]1[C:39]([C:40]#[N:41])=[C:38]([NH:1][C@H:2]([C:4]2[N:9]([C:10]3[CH:15]=[CH:14][CH:13]=[CH:12][CH:11]=3)[C:8](=[O:16])[C:7]3=[C:17]([S:20][C:21]4[CH:26]=[CH:25][CH:24]=[CH:23][C:22]=4[NH:27][CH2:28][CH2:29][N:30]([CH3:31])[CH3:32])[CH:18]=[CH:19][N:6]3[N:5]=2)[CH3:3])[N:37]=[CH:36][N:35]=1, predict the reactants needed to synthesize it. The reactants are: [NH2:1][C@H:2]([C:4]1[N:9]([C:10]2[CH:15]=[CH:14][CH:13]=[CH:12][CH:11]=2)[C:8](=[O:16])[C:7]2=[C:17]([S:20][C:21]3[CH:26]=[CH:25][CH:24]=[CH:23][C:22]=3[NH:27][CH2:28][CH2:29][N:30]([CH3:32])[CH3:31])[CH:18]=[CH:19][N:6]2[N:5]=1)[CH3:3].[NH2:33][C:34]1[C:39]([C:40]#[N:41])=[C:38](Cl)[N:37]=[CH:36][N:35]=1.CCN(C(C)C)C(C)C. (2) Given the product [Cl:11][C:12]1[CH:13]=[C:14]([NH:19][C:20]2[N:21]=[C:22]([NH:10][CH2:9][CH2:8][C:6]3[N:5]=[CH:4][NH:3][CH:7]=3)[C:23]([C:30]3[CH:35]=[N:34][C:33]([O:36][CH3:37])=[N:32][CH:31]=3)=[CH:24][N:25]=2)[CH:15]=[CH:16][C:17]=1[F:18], predict the reactants needed to synthesize it. The reactants are: [H-].[Na+].[NH:3]1[CH:7]=[C:6]([CH2:8][CH2:9][NH2:10])[N:5]=[CH:4]1.[Cl:11][C:12]1[CH:13]=[C:14]([NH:19][C:20]2[N:25]=[C:24](S(C)(=O)=O)[C:23]([C:30]3[CH:31]=[N:32][C:33]([O:36][CH3:37])=[N:34][CH:35]=3)=[CH:22][N:21]=2)[CH:15]=[CH:16][C:17]=1[F:18].O.